Dataset: Catalyst prediction with 721,799 reactions and 888 catalyst types from USPTO. Task: Predict which catalyst facilitates the given reaction. Reactant: [CH2:1]([C:8]1[S:12][C:11]([NH2:13])=[N:10][C:9]=1[C:14]1[CH:19]=[CH:18][CH:17]=[CH:16][CH:15]=1)[C:2]1[CH:7]=[CH:6][CH:5]=[CH:4][CH:3]=1.[O:20]1[C:25]2[CH:26]=[CH:27][C:28]([C:30](=[O:36])[CH2:31][CH2:32][C:33](O)=[O:34])=[CH:29][C:24]=2[O:23][CH2:22][CH2:21]1.CCN=C=NCCCN(C)C.C1C=CC2N(O)N=NC=2C=1. Product: [CH2:1]([C:8]1[S:12][C:11]([NH:13][C:33](=[O:34])[CH2:32][CH2:31][C:30]([C:28]2[CH:27]=[CH:26][C:25]3[O:20][CH2:21][CH2:22][O:23][C:24]=3[CH:29]=2)=[O:36])=[N:10][C:9]=1[C:14]1[CH:19]=[CH:18][CH:17]=[CH:16][CH:15]=1)[C:2]1[CH:3]=[CH:4][CH:5]=[CH:6][CH:7]=1. The catalyst class is: 4.